This data is from Forward reaction prediction with 1.9M reactions from USPTO patents (1976-2016). The task is: Predict the product of the given reaction. (1) Given the reactants I[C:2]1[CH:3]=[CH:4][C:5]2[N:6]([N:8]=[CH:9][N:10]=2)[CH:7]=1.[C:11]([O-:14])(=[O:13])C.[Na+].ClCCl.[CH2:19](O)[CH3:20].[C]=O, predict the reaction product. The product is: [CH2:19]([O:14][C:11]([C:2]1[CH:3]=[CH:4][C:5]2[N:6]([N:8]=[CH:9][N:10]=2)[CH:7]=1)=[O:13])[CH3:20]. (2) Given the reactants [NH2:1][C:2]1[C:3]([C:19]#[N:20])=[N:4][C:5]([C:9]2[CH:14]=[CH:13][CH:12]=[C:11]([C:15]([F:18])([F:17])[F:16])[CH:10]=2)=[CH:6][C:7]=1[NH2:8].[CH:21](OCC)(OCC)OCC, predict the reaction product. The product is: [F:17][C:15]([F:18])([F:16])[C:11]1[CH:10]=[C:9]([C:5]2[N:4]=[C:3]([C:19]#[N:20])[C:2]3[N:1]=[CH:21][NH:8][C:7]=3[CH:6]=2)[CH:14]=[CH:13][CH:12]=1. (3) The product is: [N:10]1([N:9]=[N:8][C:5]2[CH:6]=[CH:7][C:2]([C:22]3([OH:24])[CH2:23][O:20][CH2:21]3)=[CH:3][CH:4]=2)[CH2:14][CH2:13][CH2:12][CH2:11]1. Given the reactants Br[C:2]1[CH:7]=[CH:6][C:5]([N:8]=[N:9][N:10]2[CH2:14][CH2:13][CH2:12][CH2:11]2)=[CH:4][CH:3]=1.[Li]CCCC.[O:20]1[CH2:23][C:22](=[O:24])[CH2:21]1, predict the reaction product. (4) The product is: [Br:24][C:20]1[CH:21]=[N:22][CH:23]=[C:16]([N:2]2[CH2:3][CH2:4][N:5]3[C:13]4[CH2:12][CH2:11][CH2:10][CH2:9][C:8]=4[CH:7]=[C:6]3[C:1]2=[O:14])[C:17]=1[CH:18]=[O:19]. Given the reactants [C:1]1(=[O:14])[C:6]2=[CH:7][C:8]3[CH2:9][CH2:10][CH2:11][CH2:12][C:13]=3[N:5]2[CH2:4][CH2:3][NH:2]1.Br[C:16]1[CH:23]=[N:22][CH:21]=[C:20]([Br:24])[C:17]=1[CH:18]=[O:19].C1(P(C2C=CC=CC=2)C2C3OC4C(=CC=CC=4P(C4C=CC=CC=4)C4C=CC=CC=4)C(C)(C)C=3C=CC=2)C=CC=CC=1.C([O-])([O-])=O.[Cs+].[Cs+], predict the reaction product. (5) Given the reactants [Br:1][C:2]1[CH:3]=[C:4]([CH:7]=[CH:8][C:9]=1[CH3:10])[C:5]#[N:6].[Br:11]N1C(=O)CCC1=O, predict the reaction product. The product is: [Br:1][C:2]1[CH:3]=[C:4]([CH:7]=[CH:8][C:9]=1[CH2:10][Br:11])[C:5]#[N:6]. (6) The product is: [F:18][C:19]1[CH:38]=[CH:37][C:22]([O:23][CH:24]2[CH2:29][CH2:28][N:27]([C:30]([O:32][C:33]([CH3:36])([CH3:34])[CH3:35])=[O:31])[CH2:26][CH2:25]2)=[C:21]([CH2:39][OH:40])[CH:20]=1. Given the reactants C1(C)C=CC=CC=1.[H-].C([Al+]CC(C)C)C(C)C.[F:18][C:19]1[CH:38]=[CH:37][C:22]([O:23][CH:24]2[CH2:29][CH2:28][N:27]([C:30]([O:32][C:33]([CH3:36])([CH3:35])[CH3:34])=[O:31])[CH2:26][CH2:25]2)=[C:21]([C:39](OC)=[O:40])[CH:20]=1.[C@H](O)(C([O-])=O)[C@@H](O)C([O-])=O.[Na+].[K+], predict the reaction product. (7) Given the reactants [NH2:1][C:2]1[CH:7]=[CH:6][C:5]([F:8])=[CH:4][C:3]=1[NH:9][C:10]1[CH:18]=[CH:17][CH:16]=[C:15]2[C:11]=1[CH2:12][CH2:13][CH:14]2[N:19]([C:34](=[O:39])[C:35]([F:38])([F:37])[F:36])[C:20]1[CH:33]=[CH:32][C:23]2[C@H:24]([CH2:27][C:28]([O:30][CH3:31])=[O:29])[CH2:25][O:26][C:22]=2[CH:21]=1.[CH2:40]([O:42][C:43](OCC)(OCC)OCC)[CH3:41], predict the reaction product. The product is: [CH2:40]([O:42][C:43]1[N:9]([C:10]2[CH:18]=[CH:17][CH:16]=[C:15]3[C:11]=2[CH2:12][CH2:13][CH:14]3[N:19]([C:34](=[O:39])[C:35]([F:38])([F:37])[F:36])[C:20]2[CH:33]=[CH:32][C:23]3[C@H:24]([CH2:27][C:28]([O:30][CH3:31])=[O:29])[CH2:25][O:26][C:22]=3[CH:21]=2)[C:3]2[CH:4]=[C:5]([F:8])[CH:6]=[CH:7][C:2]=2[N:1]=1)[CH3:41].